The task is: Predict the reactants needed to synthesize the given product.. This data is from Full USPTO retrosynthesis dataset with 1.9M reactions from patents (1976-2016). (1) Given the product [CH:21]([N:16]1[C:15]([C:9]2[N:8]=[C:7]3[N:11]([CH2:12][CH2:13][O:14][C:5]4[CH:4]=[CH:3][C:2]([S:34][CH:31]5[CH2:32][CH2:33][N:28]([CH:25]([CH3:27])[CH3:26])[CH2:29][CH2:30]5)=[CH:24][C:6]=43)[CH:10]=2)=[N:19][C:18]([CH3:20])=[N:17]1)([CH3:23])[CH3:22], predict the reactants needed to synthesize it. The reactants are: Br[C:2]1[CH:3]=[CH:4][C:5]2[O:14][CH2:13][CH2:12][N:11]3[C:7](=[N:8][C:9]([C:15]4[N:16]([CH:21]([CH3:23])[CH3:22])[N:17]=[C:18]([CH3:20])[N:19]=4)=[CH:10]3)[C:6]=2[CH:24]=1.[CH:25]([N:28]1[CH2:33][CH2:32][CH:31]([SH:34])[CH2:30][CH2:29]1)([CH3:27])[CH3:26].CC1(C)C2C(=C(P(C3C=CC=CC=3)C3C=CC=CC=3)C=CC=2)OC2C(P(C3C=CC=CC=3)C3C=CC=CC=3)=CC=CC1=2.CCN(C(C)C)C(C)C. (2) Given the product [CH3:1][O:2][C:3]1[CH:4]=[C:5]([NH:15][C:16]2[N:21]=[C:20]([C:22]([OH:24])([CH3:32])[CH3:23])[CH:19]=[C:18]([CH2:25][O:26][CH2:27][C:28]([F:29])([F:30])[F:31])[N:17]=2)[CH:6]=[CH:7][C:8]=1[N:9]1[CH:13]=[C:12]([CH3:14])[N:11]=[CH:10]1, predict the reactants needed to synthesize it. The reactants are: [CH3:1][O:2][C:3]1[CH:4]=[C:5]([NH:15][C:16]2[N:21]=[C:20]([C:22](=[O:24])[CH3:23])[CH:19]=[C:18]([CH2:25][O:26][CH2:27][C:28]([F:31])([F:30])[F:29])[N:17]=2)[CH:6]=[CH:7][C:8]=1[N:9]1[CH:13]=[C:12]([CH3:14])[N:11]=[CH:10]1.[CH3:32][Mg]Br.[Cl-].[NH4+]. (3) Given the product [O-:26][N+:6]1[CH:7]=[CH:8][C:3]([C:2]([F:16])([F:1])[F:17])=[CH:4][C:5]=1[NH:9][C:10](=[O:15])[O:11][C:12]([CH3:14])=[CH2:13], predict the reactants needed to synthesize it. The reactants are: [F:1][C:2]([F:17])([F:16])[C:3]1[CH:8]=[CH:7][N:6]=[C:5]([NH:9][C:10](=[O:15])[O:11][C:12]([CH3:14])=[CH2:13])[CH:4]=1.C1C=C(Cl)C=C(C(OO)=[O:26])C=1. (4) Given the product [C:46]([C:50]1[CH:66]=[CH:65][C:53]([CH2:54][N:55]([CH2:56][CH2:57][C:58]2[CH:63]=[CH:62][C:61]([Cl:64])=[CH:60][CH:59]=2)[C:12]([C:9]2[C:10]([F:11])=[C:2]([Cl:1])[CH:3]=[C:4]3[C:8]=2[NH:7][CH:6]=[CH:5]3)=[O:14])=[CH:52][CH:51]=1)([CH3:49])([CH3:47])[CH3:48], predict the reactants needed to synthesize it. The reactants are: [Cl:1][C:2]1[CH:3]=[C:4]2[C:8](=[C:9]([C:12]([OH:14])=O)[C:10]=1[F:11])[NH:7][CH:6]=[CH:5]2.CN(C(ON1N=NC2C=CC=CC1=2)=[N+](C)C)C.[B-](F)(F)(F)F.C(N(CC)C(C)C)(C)C.[C:46]([C:50]1[CH:66]=[CH:65][C:53]([CH2:54][NH:55][CH2:56][CH2:57][C:58]2[CH:63]=[CH:62][C:61]([Cl:64])=[CH:60][CH:59]=2)=[CH:52][CH:51]=1)([CH3:49])([CH3:48])[CH3:47]. (5) Given the product [CH3:10][C:8]1[O:17][C:14]2[CH:2]=[CH:3][CH:4]=[CH:5][C:6]=2[C:7]=1[Br:19], predict the reactants needed to synthesize it. The reactants are: O1[C:5]2[CH:6]=[CH:7][C:8]([C:10](OC)=O)=C[C:4]=2[CH:3]=[CH:2]1.[C:14]([O-:17])(O)=O.[Na+].[Br:19]Br.C([O-])([O-])=O.[K+].[K+]. (6) The reactants are: FC(F)(F)C([O-])=O.[C:8]([CH2:11][N:12]1[C:16]2[CH:17]=[CH:18][CH:19]=[CH:20][C:15]=2[NH+:14]=[CH:13]1)([OH:10])=O.[Cl:21][C:22]1[CH:23]=[C:24]([CH:26]=[CH:27][C:28]=1[F:29])[NH2:25]. Given the product [N:12]1([CH2:11][C:8]([NH:25][C:24]2[CH:26]=[CH:27][C:28]([F:29])=[C:22]([Cl:21])[CH:23]=2)=[O:10])[C:16]2[CH:17]=[CH:18][CH:19]=[CH:20][C:15]=2[N:14]=[CH:13]1, predict the reactants needed to synthesize it.